Dataset: Catalyst prediction with 721,799 reactions and 888 catalyst types from USPTO. Task: Predict which catalyst facilitates the given reaction. (1) Reactant: [Br:1][C:2]1[CH:7]=[C:6]([F:8])[CH:5]=[CH:4][C:3]=1[C@H:9]1[C:14]([C:15]([O:17][C@H:18]([CH3:24])[C:19]([O:21][CH2:22][CH3:23])=[O:20])=[O:16])=[C:13]([CH2:25]Br)[NH:12][C:11]([C:27]2[S:28][CH:29]=[CH:30][N:31]=2)=[N:10]1.[NH:32]1[CH2:37][CH2:36][O:35][CH2:34][CH2:33]1. Product: [Br:1][C:2]1[CH:7]=[C:6]([F:8])[CH:5]=[CH:4][C:3]=1[C@H:9]1[C:14]([C:15]([O:17][C@H:18]([CH3:24])[C:19]([O:21][CH2:22][CH3:23])=[O:20])=[O:16])=[C:13]([CH2:25][N:32]2[CH2:37][CH2:36][O:35][CH2:34][CH2:33]2)[NH:12][C:11]([C:27]2[S:28][CH:29]=[CH:30][N:31]=2)=[N:10]1. The catalyst class is: 32. (2) Reactant: [CH2:1]([NH:3][C:4]1[CH:5]=[C:6]([OH:11])[CH:7]=[CH:8][C:9]=1[CH3:10])[CH3:2].[C:12]1(=O)[C:21]2[C:16]3[C:17](=[CH:22][CH:23]=[CH:24][C:15]=3[C:14](=[O:25])[O:13]1)[CH:18]=[CH:19][CH:20]=2. Product: [CH2:1]([NH:3][C:4]1[CH:5]=[C:6]2[C:7](=[CH:8][C:9]=1[CH3:10])[C:12]([C:21]1[CH:20]=[CH:19][CH:18]=[C:17]3[C:16]=1[C:15]([C:14]([OH:13])=[O:25])=[CH:24][CH:23]=[CH:22]3)=[C:7]1[C:6](=[CH:5][C:4](=[N:3][CH2:1][CH3:2])[C:9]([CH3:10])=[CH:8]1)[O:11]2)[CH3:2]. The catalyst class is: 65. (3) Reactant: [Br:1][C:2]1[CH:7]=[CH:6][N:5]=[C:4]([C:8]([NH:10][C:11]2[CH:12]=[C:13]([C:16]([O:18]C)=O)[S:14][CH:15]=2)=[O:9])[CH:3]=1.O.[NH2:21][NH2:22]. Product: [Br:1][C:2]1[CH:7]=[CH:6][N:5]=[C:4]([C:8]([NH:10][C:11]2[CH:12]=[C:13]([C:16]([NH:21][NH2:22])=[O:18])[S:14][CH:15]=2)=[O:9])[CH:3]=1. The catalyst class is: 8.